This data is from Cav3 T-type calcium channel HTS with 100,875 compounds. The task is: Binary Classification. Given a drug SMILES string, predict its activity (active/inactive) in a high-throughput screening assay against a specified biological target. (1) The compound is S(CCn1c(N2CCN(CC2)CCO)nc2n(c(=O)[nH]c(=O)c12)C)c1sc2c(n1)cccc2. The result is 0 (inactive). (2) The molecule is S(=O)(=O)(N1CC(CCC1)C(=O)N1CCc2c1cccc2)Cc1ccccc1. The result is 0 (inactive). (3) The molecule is s1c(C(=O)N2CC(CC(C2)C)C)cc2CCCc12. The result is 0 (inactive). (4) The drug is Clc1n(nc(c1C1C2=C(OC(N)=C1C#N)CCCC2=O)C)c1ccccc1. The result is 0 (inactive). (5) The compound is O=C(NC12CC3CC(C1)CC(C2)C3)N1CCC(O)(CC1)c1cc2OCOc2cc1. The result is 0 (inactive). (6) The compound is O1c2c(C(c3c(OC)c(OC)c(OC)cc3)C(=C1N)C#N)c(=O)n(CCCN(CC)CC)c(c2)C. The result is 0 (inactive). (7) The drug is N(Cc1ccccc1)c1n(nnn1)c1ccccc1. The result is 0 (inactive). (8) The drug is o1nc(C(=O)Nc2c3c(nccc3)ccc2)cc1C. The result is 0 (inactive). (9) The compound is s1cc(C2C(C(OC(=C2)C(=O)N2CCOCC2)OCC)CCCO)c2c1cccc2. The result is 0 (inactive).